From a dataset of Reaction yield outcomes from USPTO patents with 853,638 reactions. Predict the reaction yield, written as a fraction of the theoretical maximum amount of product (1.0 means a 100% yield; for example, 0.34 means a 34% yield). (1) The reactants are [Br:1][C:2]1[CH:9]=[C:6](C=O)[C:5]([OH:10])=[CH:4][CH:3]=1.[CH2:11]([CH:13]1[O:15][CH2:14]1)Cl.C([O-])([O-])=[O:17].[K+].[K+].O. The catalyst is CN(C=O)C. The product is [OH:17][CH2:14][CH:13]1[CH2:11][O:10][C:5]2[CH:4]=[CH:3][C:2]([Br:1])=[CH:9][C:6]=2[O:15]1. The yield is 0.440. (2) The reactants are Cl.[O:2]1[C:6]2[CH2:7][CH2:8][CH2:9][C:10](=[O:11])[C:5]=2[CH:4]=[N:3]1. The catalyst is C1(C)C=CC=CC=1. The product is [O:2]=[C:6]1[CH2:7][CH2:8][CH2:9][C:10](=[O:11])[CH:5]1[C:4]#[N:3]. The yield is 0.760.